Task: Regression. Given a peptide amino acid sequence and an MHC pseudo amino acid sequence, predict their binding affinity value. This is MHC class I binding data.. Dataset: Peptide-MHC class I binding affinity with 185,985 pairs from IEDB/IMGT The peptide sequence is KNPFGSFT. The MHC is Mamu-A01 with pseudo-sequence Mamu-A01. The binding affinity (normalized) is 0.